From a dataset of Reaction yield outcomes from USPTO patents with 853,638 reactions. Predict the reaction yield, written as a fraction of the theoretical maximum amount of product (1.0 means a 100% yield; for example, 0.34 means a 34% yield). (1) The reactants are C[O:2][C:3]1[CH:4]=[C:5]2[C:10](=[CH:11][CH:12]=1)[S:9][C:8]([CH3:14])([CH3:13])[CH2:7][C:6]2=[O:15].B(Br)(Br)Br. The catalyst is C(Cl)Cl. The product is [OH:2][C:3]1[CH:4]=[C:5]2[C:10](=[CH:11][CH:12]=1)[S:9][C:8]([CH3:13])([CH3:14])[CH2:7][C:6]2=[O:15]. The yield is 0.400. (2) The reactants are [CH3:1][C:2]1[CH:6]=[C:5]([C:7]2[CH:8]=[N:9][NH:10][C:11]=2[NH2:12])[O:4][N:3]=1.[Cl:13][C:14]1[CH:19]=[CH:18][C:17]([C:20](=O)[CH2:21][C:22](OCC)=[O:23])=[CH:16][C:15]=1[O:28][CH3:29].CC1C=CC(S(O)(=O)=O)=CC=1. The catalyst is CCCCO. The product is [Cl:13][C:14]1[CH:19]=[CH:18][C:17]([C:20]2[NH:12][C:11]3[N:10]([N:9]=[CH:8][C:7]=3[C:5]3[O:4][N:3]=[C:2]([CH3:1])[CH:6]=3)[C:22](=[O:23])[CH:21]=2)=[CH:16][C:15]=1[O:28][CH3:29]. The yield is 0.250. (3) The catalyst is CC(N(C)C)=O. The reactants are Cl[C:2]1[CH:3]=[CH:4][C:5]2[N:6]([C:8]([C:11]([F:14])([F:13])[F:12])=[N:9][N:10]=2)[N:7]=1.[F:15][C:16]1([F:30])[CH2:22][N:21](C(OC(C)(C)C)=O)[CH2:20][CH2:19][NH:18][CH2:17]1.CCN(C(C)C)C(C)C. The yield is 0.566. The product is [F:15][C:16]1([F:30])[CH2:22][N:21]([C:2]2[CH:3]=[CH:4][C:5]3[N:6]([C:8]([C:11]([F:14])([F:13])[F:12])=[N:9][N:10]=3)[N:7]=2)[CH2:20][CH2:19][NH:18][CH2:17]1. (4) The reactants are Br[C:2]1[C:3](=[O:13])[C:4]2[C:9]([C:10](=[O:12])[CH:11]=1)=[CH:8][CH:7]=[CH:6][CH:5]=2.[CH:14]1([NH2:19])[CH2:18][CH2:17][CH2:16][CH2:15]1. The catalyst is CCO. The product is [CH:14]1([NH:19][C:2]2[C:3](=[O:13])[C:4]3[C:9]([C:10](=[O:12])[CH:11]=2)=[CH:8][CH:7]=[CH:6][CH:5]=3)[CH2:18][CH2:17][CH2:16][CH2:15]1. The yield is 0.390. (5) The reactants are I[C:2]1[CH:3]=[C:4]2[C:8](=[CH:9][CH:10]=1)[CH2:7][CH:6]([NH:11][S:12]([CH:15]([CH3:17])[CH3:16])(=[O:14])=[O:13])[CH2:5]2.C(=O)([O-])[O-].[Cs+].[Cs+].[F:24][C:25]1[C:30](B(O)O)=[CH:29][CH:28]=[CH:27][N:26]=1.C1(P(C2C=CC=CC=2)C2C=CC=CC=2)C=CC=CC=1. The catalyst is C([O-])(=O)C.[Pd+2].C([O-])(=O)C.[Pd].O1CCOCC1. The product is [F:24][C:25]1[C:30]([C:2]2[CH:3]=[C:4]3[C:8](=[CH:9][CH:10]=2)[CH2:7][CH:6]([NH:11][S:12]([CH:15]([CH3:17])[CH3:16])(=[O:14])=[O:13])[CH2:5]3)=[CH:29][CH:28]=[CH:27][N:26]=1. The yield is 0.370. (6) The reactants are C(O[B:5]1[O:9][C:8]([CH3:11])([CH3:10])[C:7]([CH3:13])([CH3:12])[O:6]1)(C)C.C([Li])CCC.[C:19]([Si:23]([O:26][CH2:27][CH2:28][C:29]1[CH:34]=[C:33]([F:35])[CH:32]=[C:31]([F:36])[CH:30]=1)([CH3:25])[CH3:24])([CH3:22])([CH3:21])[CH3:20]. The yield is 0.340. No catalyst specified. The product is [C:19]([Si:23]([O:26][CH2:27][CH2:28][C:29]1[CH:34]=[C:33]([F:35])[C:32]([B:5]2[O:6][C:7]([CH3:12])([CH3:13])[C:8]([CH3:10])([CH3:11])[O:9]2)=[C:31]([F:36])[CH:30]=1)([CH3:24])[CH3:25])([CH3:22])([CH3:20])[CH3:21]. (7) The reactants are [CH3:1][C:2](=[CH:10][CH:11]([CH3:24])[CH:12](OC)[C:13]1[CH:18]=[CH:17][C:16]([N:19]([CH3:21])[CH3:20])=[CH:15][CH:14]=1)[CH:3]=[CH:4][C:5]([O:7][CH2:8][CH3:9])=[O:6].C([SiH](CC)CC)C.B(F)(F)F.CCOCC. The catalyst is C(Cl)Cl. The product is [CH3:1][C:2](=[CH:10][CH:11]([CH3:24])[CH2:12][C:13]1[CH:14]=[CH:15][C:16]([N:19]([CH3:20])[CH3:21])=[CH:17][CH:18]=1)[CH:3]=[CH:4][C:5]([O:7][CH2:8][CH3:9])=[O:6]. The yield is 0.970. (8) The reactants are [OH:1][C:2]1[CH:11]=[C:10]2[C:5]([C:6]([O:12][C:13]3[CH:14]=[CH:15][C:16]([NH:19][C:20]([C:22]4[C:23](=[O:35])[N:24]([C:29]5[CH:34]=[CH:33][CH:32]=[CH:31][CH:30]=5)[N:25]([CH3:28])[C:26]=4[CH3:27])=[O:21])=[N:17][CH:18]=3)=[CH:7][CH:8]=[N:9]2)=[CH:4][CH:3]=1.C(=O)([O-])[O-].[Cs+].[Cs+].CS(O[CH2:47][CH2:48][CH2:49][N:50]([C:58]([O:60][C:61]([CH3:64])([CH3:63])[CH3:62])=[O:59])[CH:51]1[CH2:57][C:54]2([CH2:56][CH2:55]2)[O:53][CH2:52]1)(=O)=O. The yield is 0.625. The product is [CH2:55]1[C:54]2([CH2:57][CH:51]([N:50]([CH2:49][CH2:48][CH2:47][O:1][C:2]3[CH:11]=[C:10]4[C:5]([C:6]([O:12][C:13]5[CH:14]=[CH:15][C:16]([NH:19][C:20]([C:22]6[C:23](=[O:35])[N:24]([C:29]7[CH:30]=[CH:31][CH:32]=[CH:33][CH:34]=7)[N:25]([CH3:28])[C:26]=6[CH3:27])=[O:21])=[N:17][CH:18]=5)=[CH:7][CH:8]=[N:9]4)=[CH:4][CH:3]=3)[C:58]([O:60][C:61]([CH3:63])([CH3:62])[CH3:64])=[O:59])[CH2:52][O:53]2)[CH2:56]1. The catalyst is CN(C)C(=O)C. (9) The reactants are [N:1]1([C:7]([C:9]2[N:10]([CH2:21][C:22]([F:25])([F:24])[F:23])[C:11]3[C:16]([CH:17]=2)=[CH:15][C:14]([C:18](O)=[O:19])=[CH:13][CH:12]=3)=[O:8])[CH2:6][CH2:5][O:4][CH2:3][CH2:2]1.[N:26]12[CH2:34][CH2:33][CH2:32][CH:31]1[CH2:30][NH:29][CH2:28][CH2:27]2. No catalyst specified. The product is [CH2:30]1[N:29]([C:18]([C:14]2[CH:15]=[C:16]3[C:11](=[CH:12][CH:13]=2)[N:10]([CH2:21][C:22]([F:25])([F:23])[F:24])[C:9]([C:7]([N:1]2[CH2:6][CH2:5][O:4][CH2:3][CH2:2]2)=[O:8])=[CH:17]3)=[O:19])[CH2:28][CH2:27][N:26]2[CH2:34][CH2:33][CH2:32][CH:31]12. The yield is 0.650. (10) The reactants are [CH3:1][O:2][CH2:3][CH2:4][O:5][C:6]1[CH:7]=[C:8]([CH2:17]O)[CH:9]=[C:10]([O:12][CH2:13][CH2:14][O:15][CH3:16])[CH:11]=1.CCN(C(C)C)C(C)C.CS([Cl:32])(=O)=O.[Cl-].[K+]. The catalyst is CCOC(C)=O. The product is [Cl:32][CH2:17][C:8]1[CH:7]=[C:6]([O:5][CH2:4][CH2:3][O:2][CH3:1])[CH:11]=[C:10]([O:12][CH2:13][CH2:14][O:15][CH3:16])[CH:9]=1. The yield is 0.600.